This data is from Full USPTO retrosynthesis dataset with 1.9M reactions from patents (1976-2016). The task is: Predict the reactants needed to synthesize the given product. (1) Given the product [Cl:1][C:2]1[N:7]=[C:6]([C:8]2[N:40]3[CH:41]=[CH:42][C:37]([F:36])=[CH:38][C:39]3=[N:43][C:9]=2[C:11]2[CH:12]=[C:13]([CH:25]=[CH:26][CH:27]=2)[C:14]([NH:16][C:17]2[C:22]([F:23])=[CH:21][CH:20]=[CH:19][C:18]=2[F:24])=[O:15])[CH:5]=[CH:4][N:3]=1, predict the reactants needed to synthesize it. The reactants are: [Cl:1][C:2]1[N:7]=[C:6]([CH2:8][C:9]([C:11]2[CH:12]=[C:13]([CH:25]=[CH:26][CH:27]=2)[C:14]([NH:16][C:17]2[C:22]([F:23])=[CH:21][CH:20]=[CH:19][C:18]=2[F:24])=[O:15])=O)[CH:5]=[CH:4][N:3]=1.C1C(=O)N(Br)C(=O)C1.[F:36][C:37]1[CH:42]=[CH:41][N:40]=[C:39]([NH2:43])[CH:38]=1. (2) Given the product [CH2:1]([O:8][C:9]1[CH:10]=[CH:11][C:12]([CH:20]([OH:21])[CH2:22][NH:35][C:32]([CH3:34])([CH3:33])[CH2:31][C:25]2[CH:26]=[CH:27][C:28]([F:30])=[CH:29][C:24]=2[F:23])=[C:13]2[C:18]=1[NH:17][C:16](=[O:19])[CH:15]=[CH:14]2)[C:2]1[CH:7]=[CH:6][CH:5]=[CH:4][CH:3]=1, predict the reactants needed to synthesize it. The reactants are: [CH2:1]([O:8][C:9]1[CH:10]=[CH:11][C:12]([CH:20]2[CH2:22][O:21]2)=[C:13]2[C:18]=1[NH:17][C:16](=[O:19])[CH:15]=[CH:14]2)[C:2]1[CH:7]=[CH:6][CH:5]=[CH:4][CH:3]=1.[F:23][C:24]1[CH:29]=[C:28]([F:30])[CH:27]=[CH:26][C:25]=1[CH2:31][C:32]([NH2:35])([CH3:34])[CH3:33].